Dataset: Full USPTO retrosynthesis dataset with 1.9M reactions from patents (1976-2016). Task: Predict the reactants needed to synthesize the given product. (1) Given the product [C:1]([O:5][C:6]([N:8]([C:18]1[N:23]2[N:24]=[CH:25][CH:26]=[C:22]2[C:21]([C:27]#[N:28])=[C:20]([OH:29])[C:19]=1[CH2:30][CH2:31][O:32][Si:37]([C:33]([CH3:36])([CH3:35])[CH3:34])([CH3:40])[CH3:39])[C:9]1[CH:10]=[CH:11][C:12]([O:15][CH2:16][CH3:17])=[CH:13][CH:14]=1)=[O:7])([CH3:4])([CH3:3])[CH3:2], predict the reactants needed to synthesize it. The reactants are: [C:1]([O:5][C:6]([N:8]([C:18]1[N:23]2[N:24]=[CH:25][CH:26]=[C:22]2[C:21]([C:27]#[N:28])=[C:20]([OH:29])[C:19]=1[CH2:30][CH2:31][OH:32])[C:9]1[CH:14]=[CH:13][C:12]([O:15][CH2:16][CH3:17])=[CH:11][CH:10]=1)=[O:7])([CH3:4])([CH3:3])[CH3:2].[C:33]([Si:37]([CH3:40])([CH3:39])Cl)([CH3:36])([CH3:35])[CH3:34].N1C=CN=C1.CO. (2) Given the product [C:43]1([C@H:49]([NH:52][C:18]([C:11]2[CH:10]=[C:9]([C:7]([N:3]3[CH2:4][CH2:5][CH2:6][C@@H:2]3[CH3:1])=[O:8])[N:17]3[CH2:16][CH2:15][O:14][CH2:13][C:12]=23)=[O:20])[CH2:50][CH3:51])[CH:48]=[CH:47][CH:46]=[CH:45][CH:44]=1, predict the reactants needed to synthesize it. The reactants are: [CH3:1][C@H:2]1[CH2:6][CH2:5][CH2:4][N:3]1[C:7]([C:9]1[N:17]2[C:12]([CH2:13][O:14][CH2:15][CH2:16]2)=[C:11]([C:18]([OH:20])=O)[CH:10]=1)=[O:8].ON1C2C=CC=CC=2N=N1.Cl.C(N=C=NCCCN(C)C)C.[C:43]1([C@H:49]([NH2:52])[CH2:50][CH3:51])[CH:48]=[CH:47][CH:46]=[CH:45][CH:44]=1. (3) Given the product [F:1][C:2]1([F:8])[CH2:4][CH:3]1[C:5]([NH:21][C:22]1[N:23]=[C:24]2[CH:29]=[CH:28][C:27]([O:30][C:31]3[CH:32]=[CH:33][C:34]([CH3:47])=[C:35]([NH:37][C:38]([C:40]4[N:44]([CH3:45])[N:43]=[C:42]([CH3:46])[CH:41]=4)=[O:39])[CH:36]=3)=[N:26][N:25]2[CH:48]=1)=[O:6], predict the reactants needed to synthesize it. The reactants are: [F:1][C:2]1([F:8])[CH2:4][CH:3]1[C:5](O)=[O:6].O1CCCC1.C(Cl)(=O)C(Cl)=O.Cl.[NH2:21][C:22]1[N:23]=[C:24]2[CH:29]=[CH:28][C:27]([O:30][C:31]3[CH:32]=[CH:33][C:34]([CH3:47])=[C:35]([NH:37][C:38]([C:40]4[N:44]([CH3:45])[N:43]=[C:42]([CH3:46])[CH:41]=4)=[O:39])[CH:36]=3)=[N:26][N:25]2[CH:48]=1. (4) Given the product [Cl:1][C:2]1[CH:27]=[C:26]([Cl:28])[CH:25]=[CH:24][C:3]=1[O:4][C:5]1[CH:10]=[CH:9][CH:8]=[CH:7][C:6]=1[NH:11][S:12]([C:15]1[CH:16]=[CH:17][C:18]([C:19]([N:32]2[CH2:31][CH2:30][N:29]([CH2:35][CH2:36][CH2:37][N:38]3[CH2:39][CH2:40][O:41][CH2:42][CH2:43]3)[CH2:34][CH2:33]2)=[O:20])=[CH:22][CH:23]=1)(=[O:14])=[O:13], predict the reactants needed to synthesize it. The reactants are: [Cl:1][C:2]1[CH:27]=[C:26]([Cl:28])[CH:25]=[CH:24][C:3]=1[O:4][C:5]1[CH:10]=[CH:9][CH:8]=[CH:7][C:6]=1[NH:11][S:12]([C:15]1[CH:23]=[CH:22][C:18]([C:19](O)=[O:20])=[CH:17][CH:16]=1)(=[O:14])=[O:13].[N:29]1([CH2:35][CH2:36][CH2:37][N:38]2[CH2:43][CH2:42][O:41][CH2:40][CH2:39]2)[CH2:34][CH2:33][NH:32][CH2:31][CH2:30]1. (5) Given the product [CH2:1]([NH:3][C:4](=[O:24])[NH:5][C:6]1[N:11]=[CH:10][C:9]([C:27]2[CH:28]=[C:29]3[C:34](=[CH:35][CH:36]=2)[N:33]([CH2:37][CH:38]([N:40]2[CH2:41][CH2:42][O:43][CH2:44][CH2:45]2)[CH3:39])[CH:32]=[C:31]([C:46]([OH:48])=[O:47])[C:30]3=[O:51])=[C:8]([C:15]2[S:16][CH:17]=[C:18]([C:20]([F:23])([F:22])[F:21])[N:19]=2)[CH:7]=1)[CH3:2], predict the reactants needed to synthesize it. The reactants are: [CH2:1]([NH:3][C:4](=[O:24])[NH:5][C:6]1[N:11]=[CH:10][C:9](B(O)O)=[C:8]([C:15]2[S:16][CH:17]=[C:18]([C:20]([F:23])([F:22])[F:21])[N:19]=2)[CH:7]=1)[CH3:2].Cl.I[C:27]1[CH:28]=[C:29]2[C:34](=[CH:35][CH:36]=1)[N:33]([CH2:37][CH:38]([N:40]1[CH2:45][CH2:44][O:43][CH2:42][CH2:41]1)[CH3:39])[CH:32]=[C:31]([C:46]([O:48]CC)=[O:47])[C:30]2=[O:51].C([O-])([O-])=O.[Cs+].[Cs+].[Li+].[OH-]. (6) Given the product [CH2:19]([CH:21]([CH2:24][CH3:25])[CH:22]([C:11]1[N:7]([CH2:6][C:5]2[CH:12]=[CH:13][C:2]([F:1])=[CH:3][CH:4]=2)[N:8]=[CH:9][N:10]=1)[OH:23])[CH3:20], predict the reactants needed to synthesize it. The reactants are: [F:1][C:2]1[CH:13]=[CH:12][C:5]([CH2:6][N:7]2[CH:11]=[N:10][CH:9]=[N:8]2)=[CH:4][CH:3]=1.C([Li])CCC.[CH2:19]([CH:21]([CH2:24][CH3:25])[CH:22]=[O:23])[CH3:20]. (7) Given the product [CH3:10][O:9][C:8]1[C:3]([C:1]([OH:16])=[O:13])=[N:4][CH:5]=[CH:6][C:7]=1[O:11][CH3:12], predict the reactants needed to synthesize it. The reactants are: [C:1]([C:3]1[C:8]([O:9][CH3:10])=[C:7]([O:11][CH3:12])[CH:6]=[CH:5][N:4]=1)#N.[OH-:13].[K+].Cl.[OH2:16]. (8) Given the product [OH:33][CH2:32][CH2:31][N:10]1[CH:9]([C:6]2[CH:7]=[CH:8][C:3]([C:1]#[N:2])=[CH:4][C:5]=2[S:37]([CH3:40])(=[O:39])=[O:38])[C:18]2[C:17](=[O:19])[CH2:16][CH2:15][CH2:14][C:13]=2[N:12]([C:20]2[CH:25]=[CH:24][CH:23]=[C:22]([C:26]([F:27])([F:29])[F:28])[CH:21]=2)[C:11]1=[O:30], predict the reactants needed to synthesize it. The reactants are: [C:1]([C:3]1[CH:8]=[CH:7][C:6]([CH:9]2[C:18]3[C:17](=[O:19])[CH2:16][CH2:15][CH2:14][C:13]=3[N:12]([C:20]3[CH:25]=[CH:24][CH:23]=[C:22]([C:26]([F:29])([F:28])[F:27])[CH:21]=3)[C:11](=[O:30])[N:10]2[CH2:31][CH2:32][O:33]C(=O)C)=[C:5]([S:37]([CH3:40])(=[O:39])=[O:38])[CH:4]=1)#[N:2].FC(F)(F)C(O)=O. (9) Given the product [F:12][C:11]([F:14])([F:13])[C:7]1[CH:6]=[C:5]([C@@H:3]2[CH2:2][O:4]2)[CH:10]=[CH:9][CH:8]=1, predict the reactants needed to synthesize it. The reactants are: Br[CH2:2][C:3]([C:5]1[CH:10]=[CH:9][CH:8]=[C:7]([C:11]([F:14])([F:13])[F:12])[CH:6]=1)=[O:4].B.C1COCC1. (10) Given the product [Br:1][C:2]1[CH:11]=[CH:10][C:9]2[NH:8][C:7](=[O:33])[N:6]3[C:14](=[O:24])[N:15]([C:17]4[CH:22]=[CH:21][C:20]([CH3:23])=[CH:19][CH:18]=4)[N:16]=[C:5]3[C:4]=2[CH:3]=1, predict the reactants needed to synthesize it. The reactants are: [Br:1][C:2]1[CH:11]=[CH:10][C:9]2[N:8]=[C:7](SC)[N:6]3[C:14](=[O:24])[N:15]([C:17]4[CH:22]=[CH:21][C:20]([CH3:23])=[CH:19][CH:18]=4)[N:16]=[C:5]3[C:4]=2[CH:3]=1.C1C=C(Cl)C=C(C(OO)=[O:33])C=1.[O-]S([O-])(=S)=O.[Na+].[Na+].C([O-])(O)=O.[Na+].